Predict which catalyst facilitates the given reaction. From a dataset of Catalyst prediction with 721,799 reactions and 888 catalyst types from USPTO. (1) The catalyst class is: 3. Reactant: [CH3:1][S:2]([NH:5][CH2:6][C:7]1[CH:15]=[CH:14][C:10]([C:11]([OH:13])=O)=[CH:9][CH:8]=1)(=[O:4])=[O:3].Cl.[CH2:17]([O:19][CH2:20][C@H:21]1[CH2:26][CH2:25][CH2:24][N:23]([CH2:27][C@H:28]2[CH2:33][CH2:32][CH2:31][CH2:30][C@@H:29]2[NH2:34])[CH2:22]1)[CH3:18].C(N(C(C)C)CC)(C)C.CN(C(ON1N=NC2C=CC=NC1=2)=[N+](C)C)C.F[P-](F)(F)(F)(F)F. Product: [CH2:17]([O:19][CH2:20][C@H:21]1[CH2:26][CH2:25][CH2:24][N:23]([CH2:27][C@H:28]2[CH2:33][CH2:32][CH2:31][CH2:30][C@@H:29]2[NH:34][C:11](=[O:13])[C:10]2[CH:9]=[CH:8][C:7]([CH2:6][NH:5][S:2]([CH3:1])(=[O:3])=[O:4])=[CH:15][CH:14]=2)[CH2:22]1)[CH3:18]. (2) Reactant: [F:1][C:2]1[CH:7]=[CH:6][C:5]([CH:8]2[C:17]([CH3:19])([CH3:18])[CH2:16][C:15]3[C:10](=[CH:11][CH:12]=[C:13]([C:20]([O:22][CH3:23])=[O:21])[CH:14]=3)[NH:9]2)=[CH:4][C:3]=1[N+:24]([O-])=O.C(N(CC)C(C)C)(C)C.[Cl:36][C:37]1[CH:45]=[C:44]([F:46])[CH:43]=[CH:42][C:38]=1[C:39](Cl)=[O:40]. The catalyst class is: 4. Product: [Cl:36][C:37]1[CH:45]=[C:44]([F:46])[CH:43]=[CH:42][C:38]=1[C:39]([NH:24][C:3]1[CH:4]=[C:5]([CH:8]2[C:17]([CH3:19])([CH3:18])[CH2:16][C:15]3[C:10](=[CH:11][CH:12]=[C:13]([C:20]([O:22][CH3:23])=[O:21])[CH:14]=3)[NH:9]2)[CH:6]=[CH:7][C:2]=1[F:1])=[O:40].